From a dataset of Merck oncology drug combination screen with 23,052 pairs across 39 cell lines. Regression. Given two drug SMILES strings and cell line genomic features, predict the synergy score measuring deviation from expected non-interaction effect. (1) Drug 1: Cn1nnc2c(C(N)=O)ncn2c1=O. Drug 2: C#Cc1cccc(Nc2ncnc3cc(OCCOC)c(OCCOC)cc23)c1. Cell line: A2780. Synergy scores: synergy=30.8. (2) Drug 1: O=C(CCCCCCC(=O)Nc1ccccc1)NO. Drug 2: COC1=C2CC(C)CC(OC)C(O)C(C)C=C(C)C(OC(N)=O)C(OC)C=CC=C(C)C(=O)NC(=CC1=O)C2=O. Cell line: CAOV3. Synergy scores: synergy=4.56. (3) Cell line: A2058. Drug 1: Cn1nnc2c(C(N)=O)ncn2c1=O. Drug 2: C=CCn1c(=O)c2cnc(Nc3ccc(N4CCN(C)CC4)cc3)nc2n1-c1cccc(C(C)(C)O)n1. Synergy scores: synergy=38.8. (4) Drug 1: CN(C)C(=N)N=C(N)N. Drug 2: CCN(CC)CCNC(=O)c1c(C)[nH]c(C=C2C(=O)Nc3ccc(F)cc32)c1C. Cell line: VCAP. Synergy scores: synergy=14.7. (5) Drug 1: CS(=O)(=O)CCNCc1ccc(-c2ccc3ncnc(Nc4ccc(OCc5cccc(F)c5)c(Cl)c4)c3c2)o1. Drug 2: CCC1(O)C(=O)OCc2c1cc1n(c2=O)Cc2cc3c(CN(C)C)c(O)ccc3nc2-1. Cell line: PA1. Synergy scores: synergy=3.53. (6) Drug 1: NC(=O)c1cccc2cn(-c3ccc(C4CCCNC4)cc3)nc12. Drug 2: CCc1c2c(nc3ccc(O)cc13)-c1cc3c(c(=O)n1C2)COC(=O)C3(O)CC. Cell line: SW620. Synergy scores: synergy=18.9. (7) Drug 1: CN1C(=O)C=CC2(C)C3CCC4(C)C(NC(=O)OCC(F)(F)F)CCC4C3CCC12. Drug 2: O=C(NOCC(O)CO)c1ccc(F)c(F)c1Nc1ccc(I)cc1F. Cell line: LNCAP. Synergy scores: synergy=49.1.